This data is from Full USPTO retrosynthesis dataset with 1.9M reactions from patents (1976-2016). The task is: Predict the reactants needed to synthesize the given product. (1) Given the product [CH2:12]([C:7]1[C:4]([C:5]#[N:6])=[C:3]([O:2][CH3:1])[N:10]=[C:9]([CH3:11])[CH:8]=1)[CH2:26][CH:25]=[CH2:24], predict the reactants needed to synthesize it. The reactants are: [CH3:1][O:2][C:3]1[N:10]=[C:9]([CH3:11])[CH:8]=[C:7]([CH3:12])[C:4]=1[C:5]#[N:6].[Li+].C[Si]([N-][Si](C)(C)C)(C)C.Br[CH2:24][CH:25]=[CH2:26]. (2) Given the product [CH:19]1([O:24][C:25]2[CH:26]=[C:27]([C:42]3[NH:46][N:45]=[C:44]([O:47][CH3:1])[CH:43]=3)[CH:28]=[C:29]([O:31][C:32]3[CH:33]=[CH:34][C:35]([S:38]([CH3:41])(=[O:39])=[O:40])=[CH:36][CH:37]=3)[CH:30]=2)[CH2:20][CH2:21][CH2:22][CH2:23]1, predict the reactants needed to synthesize it. The reactants are: [CH2:1]1CCN(C(N=NC(N2CCCCC2)=O)=O)CC1.[CH:19]1([O:24][C:25]2[CH:26]=[C:27]([C:42]3[NH:46][N:45]=[C:44]([OH:47])[CH:43]=3)[CH:28]=[C:29]([O:31][C:32]3[CH:37]=[CH:36][C:35]([S:38]([CH3:41])(=[O:40])=[O:39])=[CH:34][CH:33]=3)[CH:30]=2)[CH2:23][CH2:22][CH2:21][CH2:20]1.CO.C(P(CCCC)CCCC)CCC. (3) Given the product [NH2:12][NH2:13].[C:2]([O-:5])(=[O:4])[CH3:3].[Cu+2:6].[C:7]([O-:10])(=[O:9])[CH3:8], predict the reactants needed to synthesize it. The reactants are: O.[C:2]([O-:5])(=[O:4])[CH3:3].[Cu+2:6].[C:7]([O-:10])(=[O:9])[CH3:8].O.[NH2:12][NH2:13]. (4) Given the product [NH2:1][C:2]1[C:10]([Cl:11])=[CH:9][C:5]([C:6]([N:18]2[CH:22]=[CH:21][N:20]=[CH:19]2)=[O:8])=[C:4]([O:12][CH3:13])[C:3]=1[O:14][CH3:15], predict the reactants needed to synthesize it. The reactants are: [NH2:1][C:2]1[C:10]([Cl:11])=[CH:9][C:5]([C:6]([OH:8])=O)=[C:4]([O:12][CH3:13])[C:3]=1[O:14][CH3:15].C([N:18]1[CH:22]=[CH:21][N:20]=[CH:19]1)([N:18]1[CH:22]=[CH:21][N:20]=[CH:19]1)=O. (5) Given the product [C:22]([N:25]1[CH2:30][CH2:29][N:28]([C:4]2[CH:5]=[CH:6][C:7]([C:8]([F:11])([F:10])[F:9])=[C:2]([Cl:1])[N:3]=2)[CH2:27][CH2:26]1)(=[O:24])[CH3:23], predict the reactants needed to synthesize it. The reactants are: [Cl:1][C:2]1[C:7]([C:8]([F:11])([F:10])[F:9])=[CH:6][CH:5]=[C:4](Cl)[N:3]=1.C(N(CC)C(C)C)(C)C.[C:22]([N:25]1[CH2:30][CH2:29][NH:28][CH2:27][CH2:26]1)(=[O:24])[CH3:23]. (6) Given the product [ClH:43].[Cl:43][C:39]1[CH:38]=[C:37]([C@@H:35]([OH:36])[CH2:34][NH:8][CH2:9][CH2:10][CH2:11][C:12]2[CH:13]=[CH:14][C:15]([S:18]([C:21]3[CH:22]=[C:23]([CH:31]=[CH:32][CH:33]=3)[O:24][CH2:25][C:26]([O:28][CH2:29][CH3:30])=[O:27])(=[O:19])=[O:20])=[CH:16][CH:17]=2)[CH:42]=[CH:41][CH:40]=1, predict the reactants needed to synthesize it. The reactants are: C([N:8]([CH2:34][C@@H:35]([C:37]1[CH:42]=[CH:41][CH:40]=[C:39]([Cl:43])[CH:38]=1)[OH:36])[CH2:9][CH2:10][CH2:11][C:12]1[CH:17]=[CH:16][C:15]([S:18]([C:21]2[CH:22]=[C:23]([CH:31]=[CH:32][CH:33]=2)[O:24][CH2:25][C:26]([O:28][CH2:29][CH3:30])=[O:27])(=[O:20])=[O:19])=[CH:14][CH:13]=1)C1C=CC=CC=1.Cl.C(OCC)(=O)C. (7) Given the product [Cl:33][C:30]1[N:31]=[CH:32][C:27]([C:25]2[N:26]=[C:22]([N:15]3[CH2:16][CH2:17][C@@H:12]([NH:11][C:9]([C:3]4[NH:4][C:5]([CH3:8])=[C:6]([Cl:7])[C:2]=4[Cl:1])=[O:10])[C@@H:13]([O:18][CH2:19][CH3:20])[CH2:14]3)[S:23][C:24]=2[C:34]([O:36][CH2:37][CH3:38])=[O:35])=[N:28][CH:29]=1, predict the reactants needed to synthesize it. The reactants are: [Cl:1][C:2]1[C:6]([Cl:7])=[C:5]([CH3:8])[NH:4][C:3]=1[C:9]([NH:11][C@@H:12]1[CH2:17][CH2:16][NH:15][CH2:14][C@@H:13]1[O:18][CH2:19][CH3:20])=[O:10].Br[C:22]1[S:23][C:24]([C:34]([O:36][CH2:37][CH3:38])=[O:35])=[C:25]([C:27]2[CH:32]=[N:31][C:30]([Cl:33])=[CH:29][N:28]=2)[N:26]=1.C(N(CC)C(C)C)(C)C.